Predict which catalyst facilitates the given reaction. From a dataset of Catalyst prediction with 721,799 reactions and 888 catalyst types from USPTO. Reactant: [Br:1][C:2]1[C:7](=[O:8])[N:6]2[CH:9]=[CH:10][CH:11]=[CH:12][C:5]2=[N:4][C:3]=1[CH2:13]Cl.[C:15]([O-:18])(=[O:17])[CH3:16].[K+].CN(C=O)C. Product: [C:15]([O:18][CH2:13][C:3]1[N:4]=[C:5]2[CH:12]=[CH:11][CH:10]=[CH:9][N:6]2[C:7](=[O:8])[C:2]=1[Br:1])(=[O:17])[CH3:16]. The catalyst class is: 6.